From a dataset of NCI-60 drug combinations with 297,098 pairs across 59 cell lines. Regression. Given two drug SMILES strings and cell line genomic features, predict the synergy score measuring deviation from expected non-interaction effect. (1) Drug 1: C1CCN(CC1)CCOC2=CC=C(C=C2)C(=O)C3=C(SC4=C3C=CC(=C4)O)C5=CC=C(C=C5)O. Drug 2: CCN(CC)CCCC(C)NC1=C2C=C(C=CC2=NC3=C1C=CC(=C3)Cl)OC. Cell line: HS 578T. Synergy scores: CSS=-3.35, Synergy_ZIP=5.77, Synergy_Bliss=13.8, Synergy_Loewe=-3.25, Synergy_HSA=-0.397. (2) Drug 1: CC1C(C(CC(O1)OC2CC(OC(C2O)C)OC3=CC4=CC5=C(C(=O)C(C(C5)C(C(=O)C(C(C)O)O)OC)OC6CC(C(C(O6)C)O)OC7CC(C(C(O7)C)O)OC8CC(C(C(O8)C)O)(C)O)C(=C4C(=C3C)O)O)O)O. Synergy scores: CSS=35.6, Synergy_ZIP=2.24, Synergy_Bliss=3.56, Synergy_Loewe=3.57, Synergy_HSA=4.41. Drug 2: CCC1(CC2CC(C3=C(CCN(C2)C1)C4=CC=CC=C4N3)(C5=C(C=C6C(=C5)C78CCN9C7C(C=CC9)(C(C(C8N6C)(C(=O)OC)O)OC(=O)C)CC)OC)C(=O)OC)O.OS(=O)(=O)O. Cell line: CCRF-CEM. (3) Drug 1: CN1CCC(CC1)COC2=C(C=C3C(=C2)N=CN=C3NC4=C(C=C(C=C4)Br)F)OC. Drug 2: C1CC(=O)NC(=O)C1N2CC3=C(C2=O)C=CC=C3N. Cell line: RPMI-8226. Synergy scores: CSS=12.7, Synergy_ZIP=-1.60, Synergy_Bliss=4.52, Synergy_Loewe=0.316, Synergy_HSA=0.459. (4) Drug 1: CC(C1=C(C=CC(=C1Cl)F)Cl)OC2=C(N=CC(=C2)C3=CN(N=C3)C4CCNCC4)N. Drug 2: CC(C)(C#N)C1=CC(=CC(=C1)CN2C=NC=N2)C(C)(C)C#N. Cell line: PC-3. Synergy scores: CSS=2.30, Synergy_ZIP=-2.08, Synergy_Bliss=-0.384, Synergy_Loewe=-3.09, Synergy_HSA=-0.880. (5) Drug 1: C1=CC(=CC=C1CCCC(=O)O)N(CCCl)CCCl. Drug 2: C1C(C(OC1N2C=C(C(=O)NC2=O)F)CO)O. Cell line: RXF 393. Synergy scores: CSS=29.6, Synergy_ZIP=-5.78, Synergy_Bliss=-1.22, Synergy_Loewe=-32.8, Synergy_HSA=2.43. (6) Drug 1: CCCCC(=O)OCC(=O)C1(CC(C2=C(C1)C(=C3C(=C2O)C(=O)C4=C(C3=O)C=CC=C4OC)O)OC5CC(C(C(O5)C)O)NC(=O)C(F)(F)F)O. Drug 2: C1CN(CCN1C(=O)CCBr)C(=O)CCBr. Cell line: SK-OV-3. Synergy scores: CSS=10.3, Synergy_ZIP=-6.36, Synergy_Bliss=-2.17, Synergy_Loewe=-11.8, Synergy_HSA=-3.70. (7) Drug 1: C1CNP(=O)(OC1)N(CCCl)CCCl. Drug 2: C1C(C(OC1N2C=NC3=C2NC=NCC3O)CO)O. Cell line: RXF 393. Synergy scores: CSS=-4.23, Synergy_ZIP=-1.38, Synergy_Bliss=-7.43, Synergy_Loewe=-16.7, Synergy_HSA=-10.4.